This data is from Peptide-MHC class I binding affinity with 185,985 pairs from IEDB/IMGT. The task is: Regression. Given a peptide amino acid sequence and an MHC pseudo amino acid sequence, predict their binding affinity value. This is MHC class I binding data. (1) The peptide sequence is IFEPEKDIR. The MHC is HLA-A33:01 with pseudo-sequence HLA-A33:01. The binding affinity (normalized) is 0. (2) The peptide sequence is LALLAAFKV. The MHC is H-2-Kb with pseudo-sequence H-2-Kb. The binding affinity (normalized) is 0.141. (3) The peptide sequence is WTTYMDTFFR. The MHC is HLA-A31:01 with pseudo-sequence HLA-A31:01. The binding affinity (normalized) is 0.511.